Regression. Given a peptide amino acid sequence and an MHC pseudo amino acid sequence, predict their binding affinity value. This is MHC class I binding data. From a dataset of Peptide-MHC class I binding affinity with 185,985 pairs from IEDB/IMGT. (1) The peptide sequence is TSACGIFLK. The MHC is HLA-B51:01 with pseudo-sequence HLA-B51:01. The binding affinity (normalized) is 0.0847. (2) The peptide sequence is FRYEFTAPF. The MHC is HLA-A80:01 with pseudo-sequence HLA-A80:01. The binding affinity (normalized) is 0.0847.